Predict the reaction yield, written as a fraction of the theoretical maximum amount of product (1.0 means a 100% yield; for example, 0.34 means a 34% yield). From a dataset of Reaction yield outcomes from USPTO patents with 853,638 reactions. The reactants are [OH:1][C:2]1[C:3]([N+:13]([O-:15])=[O:14])=[C:4]([CH:8]=[CH:9][C:10]=1[O:11][CH3:12])[C:5]([OH:7])=O.[Cl:16][C:17]1[N:26]=[C:25]([CH3:27])[C:24]([Cl:28])=[C:23]([CH3:29])[C:18]=1/[C:19](=[N:21]/O)/[NH2:20]. The catalyst is CN(C)C(=O)C. The product is [Cl:16][C:17]1[C:18]([C:19]2[N:20]=[C:5]([C:4]3[C:3]([N+:13]([O-:15])=[O:14])=[C:2]([OH:1])[C:10]([O:11][CH3:12])=[CH:9][CH:8]=3)[O:7][N:21]=2)=[C:23]([CH3:29])[C:24]([Cl:28])=[C:25]([CH3:27])[N:26]=1. The yield is 0.180.